From a dataset of Full USPTO retrosynthesis dataset with 1.9M reactions from patents (1976-2016). Predict the reactants needed to synthesize the given product. (1) Given the product [NH2:20][C:19]1[CH:28]=[CH:29][C:16]([C:3]([C:4]2[CH:9]=[CH:8][C:7]([O:10][C:11]([F:12])([F:13])[F:14])=[CH:6][CH:5]=2)([OH:15])[C:2]([F:31])([F:32])[F:1])=[CH:17][C:18]=1[CH3:30], predict the reactants needed to synthesize it. The reactants are: [F:1][C:2]([F:32])([F:31])[C:3]([C:16]1[CH:29]=[CH:28][C:19]([NH:20]C(=O)OC(C)(C)C)=[C:18]([CH3:30])[CH:17]=1)([OH:15])[C:4]1[CH:9]=[CH:8][C:7]([O:10][C:11]([F:14])([F:13])[F:12])=[CH:6][CH:5]=1.FC(F)(F)C(O)=O. (2) The reactants are: [F:1][C:2]1[CH:7]=[CH:6][CH:5]=[CH:4][C:3]=1[OH:8].C(=O)([O-])[O-].[Cs+].[Cs+].N1C2C(=CC=C3C=2N=CC=C3)C=CC=1.C(=O)(O)[O-].[Na+].Cl[C:35]1[N:40]=[CH:39][C:38]2[N:41]=[C:42]([C:44]3[CH:49]=[C:48]([CH3:50])[C:47]([O:51][CH3:52])=[C:46]([CH3:53])[CH:45]=3)[O:43][C:37]=2[CH:36]=1. Given the product [F:1][C:2]1[CH:7]=[CH:6][CH:5]=[CH:4][C:3]=1[O:8][C:35]1[N:40]=[CH:39][C:38]2[N:41]=[C:42]([C:44]3[CH:45]=[C:46]([CH3:53])[C:47]([O:51][CH3:52])=[C:48]([CH3:50])[CH:49]=3)[O:43][C:37]=2[CH:36]=1, predict the reactants needed to synthesize it. (3) Given the product [C:10]([O:9][C:8](=[O:14])[N:7]([CH:15]([CH3:17])[CH3:16])[C:5]1[S:6][C:2]([B:27]2[O:31][C:30]([CH3:33])([CH3:32])[C:29]([CH3:35])([CH3:34])[O:28]2)=[CH:3][N:4]=1)([CH3:13])([CH3:12])[CH3:11], predict the reactants needed to synthesize it. The reactants are: Br[C:2]1[S:6][C:5]([N:7]([CH:15]([CH3:17])[CH3:16])[C:8](=[O:14])[O:9][C:10]([CH3:13])([CH3:12])[CH3:11])=[N:4][CH:3]=1.C([Li])CCC.C(O[B:27]1[O:31][C:30]([CH3:33])([CH3:32])[C:29]([CH3:35])([CH3:34])[O:28]1)(C)C. (4) Given the product [Cl:23][CH2:22][CH2:21][CH2:20][CH2:19][N:3]1[CH:4]=[CH:5][C:6]([C:8]([F:11])([F:9])[F:10])=[N:7][C:2]1=[O:1], predict the reactants needed to synthesize it. The reactants are: [OH:1][C:2]1[N:7]=[C:6]([C:8]([F:11])([F:10])[F:9])[CH:5]=[CH:4][N:3]=1.C([O-])([O-])=O.[K+].[K+].Br[CH2:19][CH2:20][CH2:21][CH2:22][Cl:23].O. (5) Given the product [F:10][C:9]([F:12])([F:11])[CH2:8][C:3]1[CH:4]=[CH:5][CH:6]=[CH:7][C:2]=1[CH:30]1[CH2:29][O:28]1, predict the reactants needed to synthesize it. The reactants are: Br[C:2]1[CH:7]=[CH:6][CH:5]=[CH:4][C:3]=1[CH2:8][C:9]([F:12])([F:11])[F:10].C(P(C(C)(C)C)C(C)(C)C)(C)(C)C.C([O:28][CH2:29][CH3:30])C.[F-].[K+]. (6) Given the product [CH2:36]([C:40]1[O:41][C:42]2[CH:48]=[CH:47][C:46]([NH:5][S:2]([CH3:1])(=[O:4])=[O:3])=[CH:45][C:43]=2[CH:44]=1)[CH2:37][CH2:38][CH3:39], predict the reactants needed to synthesize it. The reactants are: [CH3:1][S:2]([NH2:5])(=[O:4])=[O:3].C(P(C(C)(C)C)C1C=CC=CC=1C1C(C(C)C)=CC(C(C)C)=CC=1C(C)C)(C)(C)C.[CH2:36]([C:40]1[O:41][C:42]2[CH:48]=[CH:47][C:46](Br)=[CH:45][C:43]=2[CH:44]=1)[CH2:37][CH2:38][CH3:39].BrC(CCCC)C(OCC)=O.C(OCC)(=O)C.CC1CCCCC1. (7) Given the product [N:21]1([CH2:6][CH2:7][CH2:8][CH2:9][NH:10][C:11](=[O:12])[O:13][CH2:14][C:15]2[CH:20]=[CH:19][CH:18]=[CH:17][CH:16]=2)[CH2:25][CH2:24][CH2:23][CH2:22]1, predict the reactants needed to synthesize it. The reactants are: CS(O[CH2:6][CH2:7][CH2:8][CH2:9][NH:10][C:11]([O:13][CH2:14][C:15]1[CH:20]=[CH:19][CH:18]=[CH:17][CH:16]=1)=[O:12])(=O)=O.[NH:21]1[CH2:25][CH2:24][CH2:23][CH2:22]1. (8) Given the product [CH3:17][C:16]1[C:11]2[N:12]([C:8]([C:6]3[CH:5]=[CH:4][N:3]=[C:2]([C:30]4[CH:31]=[CH:32][C:27]([CH:25]=[O:26])=[CH:28][CH:29]=4)[CH:7]=3)=[C:9]([C:18]3[CH:23]=[CH:22][CH:21]=[C:20]([CH3:24])[N:19]=3)[N:10]=2)[CH:13]=[CH:14][CH:15]=1, predict the reactants needed to synthesize it. The reactants are: Br[C:2]1[CH:7]=[C:6]([C:8]2[N:12]3[CH:13]=[CH:14][CH:15]=[C:16]([CH3:17])[C:11]3=[N:10][C:9]=2[C:18]2[CH:23]=[CH:22][CH:21]=[C:20]([CH3:24])[N:19]=2)[CH:5]=[CH:4][N:3]=1.[CH:25]([C:27]1[CH:32]=[CH:31][C:30](B(O)O)=[CH:29][CH:28]=1)=[O:26]. (9) Given the product [CH3:34][N:35]([CH3:36])[CH2:2][C:3]([NH:5][CH2:6][C:7]#[C:8][C:9]1[CH:10]=[C:11]2[C:16](=[CH:17][CH:18]=1)[N:15]=[CH:14][N:13]=[C:12]2[NH:19][C:20]1[CH:25]=[CH:24][C:23]([O:26][C:27]2[CH:28]=[N:29][CH:30]=[CH:31][CH:32]=2)=[C:22]([CH3:33])[CH:21]=1)=[O:4], predict the reactants needed to synthesize it. The reactants are: Cl[CH2:2][C:3]([NH:5][CH2:6][C:7]#[C:8][C:9]1[CH:10]=[C:11]2[C:16](=[CH:17][CH:18]=1)[N:15]=[CH:14][N:13]=[C:12]2[NH:19][C:20]1[CH:25]=[CH:24][C:23]([O:26][C:27]2[CH:28]=[N:29][CH:30]=[CH:31][CH:32]=2)=[C:22]([CH3:33])[CH:21]=1)=[O:4].[CH3:34][NH:35][CH3:36].C1COCC1. (10) The reactants are: [C:1]1(=[O:6])[CH2:5][CH2:4][CH:3]=[CH:2]1.[CH2:7]([NH:14][CH:15]([CH2:20]OC)[Si](C)(C)C)[C:8]1[CH:13]=[CH:12][CH:11]=[CH:10][CH:9]=1.FC(F)(F)C(O)=O. Given the product [CH2:7]([N:14]1[CH2:15][CH:20]2[C:1](=[O:6])[CH2:2][CH2:3][CH:4]2[CH2:5]1)[C:8]1[CH:9]=[CH:10][CH:11]=[CH:12][CH:13]=1, predict the reactants needed to synthesize it.